From a dataset of Catalyst prediction with 721,799 reactions and 888 catalyst types from USPTO. Predict which catalyst facilitates the given reaction. (1) Reactant: CCN(C(C)C)C(C)C.[CH2:10]([O:12][C:13]1[CH:14]=[CH:15][CH:16]=[C:17]2[C:22]=1[O:21][C:20](=[O:23])[C:19]([C:24]([OH:26])=O)=[CH:18]2)[CH3:11].CN(C(ON1N=NC2C=CC=NC1=2)=[N+](C)C)C.F[P-](F)(F)(F)(F)F.[N:51]1[C:52]([C:60]2[CH:61]=[C:62]([NH2:66])[CH:63]=[CH:64][CH:65]=2)=[CH:53][N:54]2[CH:59]=[CH:58][CH:57]=[CH:56][C:55]=12. Product: [N:51]1[C:52]([C:60]2[CH:61]=[C:62]([NH:66][C:24]([C:19]3[C:20](=[O:23])[O:21][C:22]4[C:17]([CH:18]=3)=[CH:16][CH:15]=[CH:14][C:13]=4[O:12][CH2:10][CH3:11])=[O:26])[CH:63]=[CH:64][CH:65]=2)=[CH:53][N:54]2[CH:59]=[CH:58][CH:57]=[CH:56][C:55]=12. The catalyst class is: 3. (2) Reactant: [CH3:1][C:2]1[CH:10]=[C:9]2[C:5]([CH2:6][CH2:7][CH:8]2O)=[CH:4][CH:3]=1.O.C1(C)C=CC(S(O)(=O)=O)=CC=1. Product: [CH3:1][C:2]1[CH:10]=[C:9]2[C:5](=[CH:4][CH:3]=1)[CH2:6][CH:7]=[CH:8]2. The catalyst class is: 11.